This data is from Forward reaction prediction with 1.9M reactions from USPTO patents (1976-2016). The task is: Predict the product of the given reaction. (1) Given the reactants [CH2:1]([N:8]([CH2:19][C:20]1[CH:25]=[CH:24][CH:23]=[CH:22][CH:21]=1)[C:9]1[CH:14]=[C:13](Br)[CH:12]=[CH:11][C:10]=1[N+:16]([O-:18])=[O:17])[C:2]1[CH:7]=[CH:6][CH:5]=[CH:4][CH:3]=1.[NH:26]1[CH2:31][CH2:30][NH:29][CH2:28][CH2:27]1.[O-]P([O-])([O-])=O.[K+].[K+].[K+].N1CCC[C@H]1C(O)=O, predict the reaction product. The product is: [CH2:1]([N:8]([CH2:19][C:20]1[CH:25]=[CH:24][CH:23]=[CH:22][CH:21]=1)[C:9]1[CH:14]=[C:13]([N:26]2[CH2:31][CH2:30][NH:29][CH2:28][CH2:27]2)[CH:12]=[CH:11][C:10]=1[N+:16]([O-:18])=[O:17])[C:2]1[CH:7]=[CH:6][CH:5]=[CH:4][CH:3]=1. (2) The product is: [Cl:24][C:21]1[CH:22]=[C:23]2[C:18](=[CH:19][CH:20]=1)[NH:17][CH:16]=[C:15]2[CH2:14][CH2:13][CH2:12][N:38]1[CH2:39][CH2:40][N:35]([C:29]2[N:28]=[C:27]([O:26][CH3:25])[CH:32]=[C:31]([O:33][CH3:34])[N:30]=2)[CH2:36][CH2:37]1. Given the reactants CC1C=CC(S(O[CH2:12][CH2:13][CH2:14][C:15]2[C:23]3[C:18](=[CH:19][CH:20]=[C:21]([Cl:24])[CH:22]=3)[NH:17][CH:16]=2)(=O)=O)=CC=1.[CH3:25][O:26][C:27]1[CH:32]=[C:31]([O:33][CH3:34])[N:30]=[C:29]([N:35]2[CH2:40][CH2:39][NH:38][CH2:37][CH2:36]2)[N:28]=1.C(=O)([O-])[O-].[K+].[K+].[I-].[K+], predict the reaction product. (3) Given the reactants C(=O)([O-])[O-].[Cs+].[Cs+].[Cl:7][C:8]1[CH:27]=[CH:26][C:11]([CH2:12][N:13]2[CH:17]=[C:16]([C:18]3[CH:19]=[CH:20][C:21]([CH3:25])=[C:22]([OH:24])[CH:23]=3)[N:15]=[N:14]2)=[CH:10][CH:9]=1.[CH2:28]([O:30][C:31]([C:33]1[C:34]2[S:42][CH:41]=[C:40]([CH2:43]Br)[C:35]=2[C:36]([Cl:39])=[N:37][CH:38]=1)=[O:32])[CH3:29], predict the reaction product. The product is: [CH2:28]([O:30][C:31]([C:33]1[C:34]2[S:42][CH:41]=[C:40]([CH2:43][O:24][C:22]3[CH:23]=[C:18]([C:16]4[N:15]=[N:14][N:13]([CH2:12][C:11]5[CH:26]=[CH:27][C:8]([Cl:7])=[CH:9][CH:10]=5)[CH:17]=4)[CH:19]=[CH:20][C:21]=3[CH3:25])[C:35]=2[C:36]([Cl:39])=[N:37][CH:38]=1)=[O:32])[CH3:29]. (4) The product is: [CH3:19][O:20][CH2:21][CH2:22][C:23]#[C:24][C:2]1[CH:3]=[C:4]([CH2:8][CH2:9][CH2:10][NH:11][C:12](=[O:18])[O:13][C:14]([CH3:17])([CH3:16])[CH3:15])[CH:5]=[CH:6][CH:7]=1. Given the reactants Br[C:2]1[CH:3]=[C:4]([CH2:8][CH2:9][CH2:10][NH:11][C:12](=[O:18])[O:13][C:14]([CH3:17])([CH3:16])[CH3:15])[CH:5]=[CH:6][CH:7]=1.[CH3:19][O:20][CH2:21][CH2:22][C:23]#[CH:24], predict the reaction product. (5) Given the reactants I[C:2]1[CH:7]=[C:6]([S:8]([CH3:11])(=[O:10])=[O:9])[CH:5]=[C:4]([I:12])[C:3]=1[OH:13].[CH:14]#[C:15][CH2:16][CH3:17], predict the reaction product. The product is: [CH2:16]([C:15]1[O:13][C:3]2[C:4]([I:12])=[CH:5][C:6]([S:8]([CH3:11])(=[O:10])=[O:9])=[CH:7][C:2]=2[CH:14]=1)[CH3:17]. (6) Given the reactants [C:1]([O:5][C:6]([NH:8][C@H:9]([C:35]([O:37][CH3:38])=[O:36])[CH2:10][C:11]1[CH:16]=[CH:15][C:14]([CH:17]=[CH:18][CH2:19][C:20]2[CH:25]=[CH:24][CH:23]=[C:22]([N:26]([C:28]([O:30][C:31]([CH3:34])([CH3:33])[CH3:32])=[O:29])[CH3:27])[N:21]=2)=[CH:13][CH:12]=1)=[O:7])([CH3:4])([CH3:3])[CH3:2], predict the reaction product. The product is: [C:1]([O:5][C:6]([NH:8][C@H:9]([C:35]([O:37][CH3:38])=[O:36])[CH2:10][C:11]1[CH:16]=[CH:15][C:14]([CH2:17][CH2:18][CH2:19][C:20]2[CH:25]=[CH:24][CH:23]=[C:22]([N:26]([C:28]([O:30][C:31]([CH3:33])([CH3:32])[CH3:34])=[O:29])[CH3:27])[N:21]=2)=[CH:13][CH:12]=1)=[O:7])([CH3:4])([CH3:2])[CH3:3]. (7) Given the reactants [H-].[Na+].[CH3:3][C:4]1[CH:5]=[C:6]([NH:15][C:16]2[N:21]=[C:20]([C:22]([F:25])([F:24])[F:23])[CH:19]=[CH:18][N:17]=2)[CH:7]=[C:8]([C:10]2[CH:11]=[N:12][NH:13][CH:14]=2)[CH:9]=1.ClCC(O)[C@@H:29]([NH:31][C:32](=[O:38])[O:33][C:34]([CH3:37])(C)C)[CH3:30], predict the reaction product. The product is: [CH3:30][C@H:29]1[C@H:34]([CH2:37][N:12]2[CH:11]=[C:10]([C:8]3[CH:7]=[C:6]([NH:15][C:16]4[N:21]=[C:20]([C:22]([F:23])([F:25])[F:24])[CH:19]=[CH:18][N:17]=4)[CH:5]=[C:4]([CH3:3])[CH:9]=3)[CH:14]=[N:13]2)[O:33][C:32](=[O:38])[NH:31]1. (8) Given the reactants [H-].[Na+].[N+:3]([CH3:6])([O-:5])=[O:4].[O:7]=[C:8]1[CH2:13][CH2:12][N:11]([C:14]2[CH:19]=[CH:18][C:17]([N:20]3[CH2:24][C@H:23]([CH2:25][NH:26][C:27](=[O:29])[CH3:28])[O:22][C:21]3=[O:30])=[CH:16][C:15]=2[F:31])[CH2:10][CH2:9]1, predict the reaction product. The product is: [N+:3]([CH2:6][C:8]1([OH:7])[CH2:9][CH2:10][N:11]([C:14]2[CH:19]=[CH:18][C:17]([N:20]3[CH2:24][C@H:23]([CH2:25][NH:26][C:27](=[O:29])[CH3:28])[O:22][C:21]3=[O:30])=[CH:16][C:15]=2[F:31])[CH2:12][CH2:13]1)([O-:5])=[O:4]. (9) Given the reactants NC1C=CNN=1.O/[CH:8]=[C:9]1\[C:10](=[O:18])[NH:11][C:12]2[C:17]\1=[CH:16][CH:15]=[CH:14][CH:13]=2.Cl.[CH2:20]([O:27][C:28]1[CH:29]=[C:30]([C:42]2[CH:43]=[C:44]([NH2:47])[NH:45][N:46]=2)[CH:31]=[C:32]([O:34][CH2:35][C:36]2[CH:41]=[CH:40][CH:39]=[CH:38][CH:37]=2)[CH:33]=1)[C:21]1[CH:26]=[CH:25][CH:24]=[CH:23][CH:22]=1, predict the reaction product. The product is: [CH2:35]([O:34][C:32]1[CH:31]=[C:30]([C:42]2[CH:43]=[C:44]([NH:47][CH:8]=[C:9]3[C:17]4[C:12](=[CH:13][CH:14]=[CH:15][CH:16]=4)[NH:11][C:10]3=[O:18])[NH:45][N:46]=2)[CH:29]=[C:28]([O:27][CH2:20][C:21]2[CH:26]=[CH:25][CH:24]=[CH:23][CH:22]=2)[CH:33]=1)[C:36]1[CH:41]=[CH:40][CH:39]=[CH:38][CH:37]=1. (10) Given the reactants [Cl:1][C:2]1[CH:11]=[C:10]2[C:5]([CH:6]=[CH:7][NH:8][C:9]2=O)=[CH:4][C:3]=1[O:13][CH3:14].O=P(Cl)(Cl)[Cl:17], predict the reaction product. The product is: [Cl:17][C:9]1[C:10]2[C:5](=[CH:4][C:3]([O:13][CH3:14])=[C:2]([Cl:1])[CH:11]=2)[CH:6]=[CH:7][N:8]=1.